From a dataset of Forward reaction prediction with 1.9M reactions from USPTO patents (1976-2016). Predict the product of the given reaction. (1) Given the reactants C([O:3][C:4](=O)[C:5]([NH:7][C:8]1[CH:13]=[CH:12][C:11]([C:14](=[O:33])[CH:15]=[CH:16][C:17]2[C:18]([N:27]3[CH2:32][CH2:31][O:30][CH2:29][CH2:28]3)=[N:19][C:20]3[C:25]([CH:26]=2)=[CH:24][CH:23]=[CH:22][CH:21]=3)=[CH:10][CH:9]=1)=[O:6])C.[NH3:35], predict the reaction product. The product is: [N:27]1([C:18]2[C:17]([CH:16]=[CH:15][C:14]([C:11]3[CH:12]=[CH:13][C:8]([NH:7][C:5](=[O:6])[C:4]([NH2:35])=[O:3])=[CH:9][CH:10]=3)=[O:33])=[CH:26][C:25]3[C:20](=[CH:21][CH:22]=[CH:23][CH:24]=3)[N:19]=2)[CH2:28][CH2:29][O:30][CH2:31][CH2:32]1. (2) Given the reactants Cl[C:2]1[C:11]2[C:6](=[CH:7][CH:8]=[C:9]([Cl:12])[N:10]=2)[N:5]=[CH:4][C:3]=1[C:13](=[O:16])[CH2:14][CH3:15].[C:17]([O:21][C:22](=[O:37])[NH:23][C@@H:24]1[CH2:29][CH2:28][CH2:27][N:26]([C:30]2[CH:35]=[CH:34][C:33]([NH2:36])=[CH:32][N:31]=2)[CH2:25]1)([CH3:20])([CH3:19])[CH3:18], predict the reaction product. The product is: [C:17]([O:21][C:22](=[O:37])[NH:23][C@@H:24]1[CH2:29][CH2:28][CH2:27][N:26]([C:30]2[CH:35]=[CH:34][C:33]([NH:36][C:2]3[C:11]4[C:6](=[CH:7][CH:8]=[C:9]([Cl:12])[N:10]=4)[N:5]=[CH:4][C:3]=3[C:13](=[O:16])[CH2:14][CH3:15])=[CH:32][N:31]=2)[CH2:25]1)([CH3:20])([CH3:18])[CH3:19]. (3) Given the reactants [CH3:1][O:2][C:3]1[CH:4]=[C:5]2[C:10](=[CH:11][CH:12]=1)[CH:9]=[C:8]([C:13](=O)[CH2:14][CH2:15][C:16]([C:18]1[CH:23]=[CH:22][CH:21]=[CH:20][CH:19]=1)=O)[CH:7]=[CH:6]2.[CH2:25]([NH2:32])[C:26]1[CH:31]=[CH:30][CH:29]=[CH:28][CH:27]=1, predict the reaction product. The product is: [CH2:25]([N:32]1[C:16]([C:18]2[CH:23]=[CH:22][CH:21]=[CH:20][CH:19]=2)=[CH:15][CH:14]=[C:13]1[C:8]1[CH:7]=[CH:6][C:5]2[C:10](=[CH:11][CH:12]=[C:3]([O:2][CH3:1])[CH:4]=2)[CH:9]=1)[C:26]1[CH:31]=[CH:30][CH:29]=[CH:28][CH:27]=1. (4) Given the reactants C(OC(=O)[NH:7][C:8]1[CH:13]=[C:12]([O:14][CH2:15][C:16]([F:19])([F:18])[F:17])[C:11]([C:20]([F:23])([F:22])[F:21])=[CH:10][C:9]=1[NH:24][C:25](=[O:43])[CH2:26][C:27]([C:29]1[CH:34]=[CH:33][CH:32]=[C:31]([C:35]2[CH:40]=[CH:39][N:38]=[C:37]([CH3:41])[C:36]=2[CH3:42])[CH:30]=1)=O)(C)(C)C.C(O)(C(F)(F)F)=O, predict the reaction product. The product is: [CH3:41][C:37]1[C:36]([CH3:42])=[C:35]([C:31]2[CH:30]=[C:29]([C:27]3[CH2:26][C:25](=[O:43])[NH:24][C:9]4[CH:10]=[C:11]([C:20]([F:21])([F:23])[F:22])[C:12]([O:14][CH2:15][C:16]([F:18])([F:19])[F:17])=[CH:13][C:8]=4[N:7]=3)[CH:34]=[CH:33][CH:32]=2)[CH:40]=[CH:39][N:38]=1.